This data is from TCR-epitope binding with 47,182 pairs between 192 epitopes and 23,139 TCRs. The task is: Binary Classification. Given a T-cell receptor sequence (or CDR3 region) and an epitope sequence, predict whether binding occurs between them. The epitope is HSKKKCDEL. The TCR CDR3 sequence is CASSWVSGQETQYF. Result: 0 (the TCR does not bind to the epitope).